From a dataset of Full USPTO retrosynthesis dataset with 1.9M reactions from patents (1976-2016). Predict the reactants needed to synthesize the given product. (1) Given the product [OH:9][C@H:10]1[CH2:11][N:12]([C:40]([O:42][C:43]([CH3:44])([CH3:45])[CH3:46])=[O:41])[C@H:13]([CH3:16])[CH2:14][CH2:15]1, predict the reactants needed to synthesize it. The reactants are: CSC1C=CN=C([O:9][C@@H:10]2[CH2:15][CH2:14][C@@H:13]([CH3:16])[N:12](C(C3C=CC=CC=3N3N=CC=N3)=O)[CH2:11]2)C=1C#N.[C:40](O[C:40]([O:42][C:43]([CH3:46])([CH3:45])[CH3:44])=[O:41])([O:42][C:43]([CH3:46])([CH3:45])[CH3:44])=[O:41]. (2) Given the product [CH3:1][O:2][C:3]1[CH:8]=[CH:7][C:6]([C:9]([NH:24][C:25]2[O:26][C:27]([CH3:43])([CH3:42])[C:28]([F:41])([F:40])[C@:29]([C:32]3[CH:37]=[C:36]([C:47]4[CH:48]=[N:49][CH:50]=[C:45]([Cl:44])[CH:46]=4)[CH:35]=[CH:34][C:33]=3[F:39])([CH3:31])[N:30]=2)([C:16]2[CH:21]=[CH:20][C:19]([O:22][CH3:23])=[CH:18][CH:17]=2)[C:10]2[CH:15]=[CH:14][CH:13]=[CH:12][CH:11]=2)=[CH:5][CH:4]=1, predict the reactants needed to synthesize it. The reactants are: [CH3:1][O:2][C:3]1[CH:8]=[CH:7][C:6]([C:9]([NH:24][C:25]2[O:26][C:27]([CH3:43])([CH3:42])[C:28]([F:41])([F:40])[C@:29]([C:32]3[CH:37]=[C:36](Br)[CH:35]=[CH:34][C:33]=3[F:39])([CH3:31])[N:30]=2)([C:16]2[CH:21]=[CH:20][C:19]([O:22][CH3:23])=[CH:18][CH:17]=2)[C:10]2[CH:15]=[CH:14][CH:13]=[CH:12][CH:11]=2)=[CH:5][CH:4]=1.[Cl:44][C:45]1[CH:46]=[C:47](B(O)O)[CH:48]=[N:49][CH:50]=1. (3) Given the product [Cl:1][C:2]1[C:7]([C:8]2[CH:13]=[CH:12][C:11]([F:38])=[CH:10][CH:9]=2)=[N:6][N:5]=[C:4]2[N:14]([CH3:24])[N:15]=[C:16]([C:17]3[CH:22]=[CH:21][CH:20]=[CH:19][CH:18]=3)[C:3]=12, predict the reactants needed to synthesize it. The reactants are: [Cl:1][C:2]1[C:7]([C:8]2[CH:13]=[CH:12][CH:11]=[CH:10][CH:9]=2)=[N:6][N:5]=[C:4]2[N:14]([CH3:24])[N:15]=[C:16]([C:17]3[CH:22]=[CH:21][CH:20]=[CH:19][C:18]=3Cl)[C:3]=12.CN1C(N)=CC(C2C=CC=CC=2)=N1.[F:38]C1C=CC(C#C)=CC=1.